Task: Binary Classification. Given a T-cell receptor sequence (or CDR3 region) and an epitope sequence, predict whether binding occurs between them.. Dataset: TCR-epitope binding with 47,182 pairs between 192 epitopes and 23,139 TCRs The epitope is GLCTLVAML. The TCR CDR3 sequence is CSVEYSPTLYNEQFF. Result: 1 (the TCR binds to the epitope).